Dataset: Full USPTO retrosynthesis dataset with 1.9M reactions from patents (1976-2016). Task: Predict the reactants needed to synthesize the given product. (1) Given the product [CH2:7]1[S:8][C:3](=[O:4])[NH:5][C@@H:6]1[C:9]([OH:10])=[O:26], predict the reactants needed to synthesize it. The reactants are: C([C@H](N)C(O)=O)C[C:3]([NH:5][C@H:6]([C:9](NCC(O)=O)=[O:10])[CH2:7][SH:8])=[O:4].N[C@H](C(O)=[O:26])CS.[Se]. (2) Given the product [CH3:46][C:32]1([CH3:31])[C:40]2[CH:39]=[C:38]([NH2:54])[CH:37]=[CH:36][C:35]=2[C:34]([C:4]2[CH:5]=[CH:6][C:7]([NH2:9])=[CH:8][CH:3]=2)([CH3:29])[CH2:33]1.[CH:40]1[C:35]([C:24]([C:15]2[CH:14]=[CH:13][C:18]3[C:19]([O:21][C:22](=[O:23])[C:17]=3[CH:16]=2)=[O:20])=[O:26])=[CH:36][C:37]2[C:44]([O:43][C:41](=[O:42])[C:38]=2[CH:39]=1)=[O:45], predict the reactants needed to synthesize it. The reactants are: CO[C:3]1[CH:8]=[C:7]([NH2:9])[C:6](N)=[CH:5][C:4]=1OC.[CH:13]1[C:18]2[C:19]([O:21][C:22](=[O:23])[C:17]=2[CH:16]=[C:15]2[C:24]([O:26]C(=O)[C:14]=12)=O)=[O:20].[CH:29]1[C:34]([C:35]2[CH:40]=[CH:39][C:38]3[C:41]([O:43][C:44](=[O:45])[C:37]=3[CH:36]=2)=[O:42])=[CH:33][C:32]2[C:46](OC(=O)[C:31]=2C=1)=O.CC([N:54](C)C)=O. (3) Given the product [F:36][C:33]1[CH:34]=[CH:35][C:30]([CH:11]([C:8]2[CH:9]=[CH:10][C:5]([F:4])=[CH:6][CH:7]=2)[N:12]2[CH2:17][CH2:16][CH:15]([O:18][NH:19][C:27]([NH:44][C:41]3[CH:42]=[CH:43][C:38]([F:37])=[CH:39][CH:40]=3)=[O:28])[CH2:14][CH2:13]2)=[CH:31][CH:32]=1, predict the reactants needed to synthesize it. The reactants are: O.NN.[F:4][C:5]1[CH:10]=[CH:9][C:8]([CH:11]([C:30]2[CH:35]=[CH:34][C:33]([F:36])=[CH:32][CH:31]=2)[N:12]2[CH2:17][CH2:16][CH:15]([O:18][N:19]3[C:27](=[O:28])C4C(=CC=CC=4)C3=O)[CH2:14][CH2:13]2)=[CH:7][CH:6]=1.[F:37][C:38]1[CH:43]=[CH:42][C:41]([N:44]=C=O)=[CH:40][CH:39]=1. (4) Given the product [CH:1]1([C:7]2[C:8]3[CH:24]=[CH:23][C:22]([C:25]([O:27][CH2:28][CH3:29])=[O:26])=[N:21][C:9]=3[N:10]3[C:16]=2[C:15]2[CH:17]=[CH:18][CH:19]=[CH:20][C:14]=2[N:13]([CH2:31][C:32](=[O:33])[N:34]2[CH2:39][CH2:38][O:37][CH2:36][CH2:35]2)[CH2:12][CH2:11]3)[CH2:2][CH2:3][CH2:4][CH2:5][CH2:6]1, predict the reactants needed to synthesize it. The reactants are: [CH:1]1([C:7]2[C:8]3[CH:24]=[CH:23][C:22]([C:25]([O:27][CH2:28][CH3:29])=[O:26])=[N:21][C:9]=3[N:10]3[C:16]=2[C:15]2[CH:17]=[CH:18][CH:19]=[CH:20][C:14]=2[NH:13][CH2:12][CH2:11]3)[CH2:6][CH2:5][CH2:4][CH2:3][CH2:2]1.Cl[CH2:31][C:32]([N:34]1[CH2:39][CH2:38][O:37][CH2:36][CH2:35]1)=[O:33].[I-].[K+].C(=O)([O-])[O-].[K+].[K+]. (5) Given the product [CH3:14][S:15][C:16]1[C:17]([C:19]2[CH:24]=[CH:23][CH:22]=[CH:21][CH:20]=2)=[N:1][C:11]2[C:6]([C:4]=1[C:2]([NH:1][C@H:2]([C:26]1[CH:25]=[CH:32][CH:28]=[CH:29][CH:30]=1)[CH2:4][CH3:6])=[O:3])=[CH:7][CH:8]=[CH:9][CH:10]=2, predict the reactants needed to synthesize it. The reactants are: [NH:1]1[C:11]2[C:6](=[CH:7][CH:8]=[CH:9][CH:10]=2)[C:4](=O)[C:2]1=[O:3].[OH-].[Na+].[CH3:14][S:15][CH2:16][C:17]([C:19]1[CH:24]=[CH:23][CH:22]=[CH:21][CH:20]=1)=O.[CH2:25](O)[CH3:26].[CH2:28]1[CH2:32]O[CH2:30][CH2:29]1.O. (6) Given the product [Cl:1][C:2]1[CH:3]=[C:4]([N:5]([CH3:6])[CH:13]([C:15]2[CH:16]=[C:17]([C:32]([N:34]([CH3:36])[CH3:35])=[O:33])[CH:18]=[C:19]3[C:24]=2[O:23][C:22]([N:25]2[CH2:30][CH2:29][O:28][CH2:27][CH2:26]2)=[CH:21][C:20]3=[O:31])[CH3:14])[CH:7]=[CH:8][C:9]=1[F:10], predict the reactants needed to synthesize it. The reactants are: [Cl:1][C:2]1[CH:3]=[C:4]([CH:7]=[CH:8][C:9]=1[F:10])[NH:5][CH3:6].Br.Br[CH:13]([C:15]1[CH:16]=[C:17]([C:32]([N:34]([CH3:36])[CH3:35])=[O:33])[CH:18]=[C:19]2[C:24]=1[O:23][C:22]([N:25]1[CH2:30][CH2:29][O:28][CH2:27][CH2:26]1)=[CH:21][C:20]2=[O:31])[CH3:14]. (7) Given the product [NH2:14][C:15]1[C:16]([C:30]([NH:32][C:33]2[C:38]([N:39]3[CH2:40][CH2:41][C:42]([NH:46][C:47](=[O:53])[O:48][C:49]([CH3:52])([CH3:51])[CH3:50])([CH3:45])[CH2:43][CH2:44]3)=[CH:37][CH:36]=[CH:35][N:34]=2)=[O:31])=[N:17][C:18]([C:2]2[C:7]([C:8]([F:11])([F:10])[F:9])=[CH:6][CH:5]=[C:4]([O:12][CH3:13])[N:3]=2)=[CH:19][N:20]=1, predict the reactants needed to synthesize it. The reactants are: Cl[C:2]1[C:7]([C:8]([F:11])([F:10])[F:9])=[CH:6][CH:5]=[C:4]([O:12][CH3:13])[N:3]=1.[NH2:14][C:15]1[C:16]([C:30]([NH:32][C:33]2[C:38]([N:39]3[CH2:44][CH2:43][C:42]([NH:46][C:47](=[O:53])[O:48][C:49]([CH3:52])([CH3:51])[CH3:50])([CH3:45])[CH2:41][CH2:40]3)=[CH:37][CH:36]=[CH:35][N:34]=2)=[O:31])=[N:17][C:18](B2OC(C)(C)C(C)(C)O2)=[CH:19][N:20]=1.P([O-])([O-])([O-])=O.[K+].[K+].[K+]. (8) Given the product [ClH:36].[F:1][C:2]1[CH:10]=[C:9]([C:11]2[N:16]=[C:15]3[N:17]([CH2:20][C:21]4[CH:22]=[C:23]5[C:28](=[CH:29][CH:30]=4)[N:27]=[CH:26][CH:25]=[CH:24]5)[N:18]=[N:19][C:14]3=[CH:13][CH:12]=2)[CH:8]=[CH:7][C:3]=1[C:4]([NH2:6])=[O:5], predict the reactants needed to synthesize it. The reactants are: [F:1][C:2]1[CH:10]=[C:9]([C:11]2[N:16]=[C:15]3[N:17]([CH2:20][C:21]4[CH:22]=[C:23]5[C:28](=[CH:29][CH:30]=4)[N:27]=[CH:26][CH:25]=[CH:24]5)[N:18]=[N:19][C:14]3=[CH:13][CH:12]=2)[CH:8]=[CH:7][C:3]=1[C:4]([NH2:6])=[O:5].CCOCC.[ClH:36].